From a dataset of Forward reaction prediction with 1.9M reactions from USPTO patents (1976-2016). Predict the product of the given reaction. (1) Given the reactants [F:1][C:2]1[CH:3]=[C:4]2[C:8](=[CH:9][CH:10]=1)[NH:7][C:6](=[O:11])/[C:5]/2=[CH:12]\[C:13]1[NH:22][C:21]2[CH2:20][CH2:19][CH2:18][N:17]([CH2:23][C@H:24]([OH:32])[CH2:25][N:26]3[CH2:31][CH2:30][O:29][CH2:28][CH2:27]3)[C:16](=[O:33])[C:15]=2[C:14]=1[CH3:34].[C:35]([OH:43])(=[O:42])[C@H:36]([CH2:38][C:39]([OH:41])=[O:40])[OH:37], predict the reaction product. The product is: [C:35]([OH:43])(=[O:42])[CH:36]([CH2:38][C:39]([OH:41])=[O:40])[OH:37].[F:1][C:2]1[CH:3]=[C:4]2[C:8](=[CH:9][CH:10]=1)[NH:7][C:6](=[O:11])/[C:5]/2=[CH:12]\[C:13]1[NH:22][C:21]2[CH2:20][CH2:19][CH2:18][N:17]([CH2:23][C@H:24]([OH:32])[CH2:25][N:26]3[CH2:27][CH2:28][O:29][CH2:30][CH2:31]3)[C:16](=[O:33])[C:15]=2[C:14]=1[CH3:34]. (2) Given the reactants C[O:2][C:3]([C:5]1[CH:20]=[CH:19][C:8]2[N:9]([CH2:13][O:14][CH2:15][CH2:16][O:17][CH3:18])[C:10]([Cl:12])=[N:11][C:7]=2[CH:6]=1)=[O:4].C1COCC1.O[Li].O, predict the reaction product. The product is: [Cl:12][C:10]1[N:9]([CH2:13][O:14][CH2:15][CH2:16][O:17][CH3:18])[C:8]2[CH:19]=[CH:20][C:5]([C:3]([OH:4])=[O:2])=[CH:6][C:7]=2[N:11]=1. (3) Given the reactants C1C=CC=CC=1.[CH3:7][O:8][N:9]=[C:10]([C:13]1[CH:18]=[CH:17][CH:16]=[CH:15][C:14]=1[CH3:19])[C:11]#[N:12].[Br:20]N1C(=O)CCC1=O.N(C(C)(C)C#N)=NC(C)(C)C#N, predict the reaction product. The product is: [Br:20][CH2:19][C:14]1[CH:15]=[CH:16][CH:17]=[CH:18][C:13]=1[C:10](=[N:9][O:8][CH3:7])[C:11]#[N:12].